The task is: Predict the reactants needed to synthesize the given product.. This data is from Full USPTO retrosynthesis dataset with 1.9M reactions from patents (1976-2016). (1) Given the product [C:60]([O:64][C:65]([N:67]1[CH2:72][CH2:71][CH:70]([CH2:73][NH:74][C:75](=[O:78])[CH2:76][NH:77][C:19](=[O:20])[C:18]2[CH:17]=[CH:16][C:15]([S:12](=[O:13])(=[O:14])[NH:11][C:6]3[CH:7]=[CH:8][CH:9]=[CH:10][C:5]=3[O:4][C:3]3[CH:24]=[CH:25][C:26]([Cl:28])=[CH:27][C:2]=3[Cl:1])=[CH:23][CH:22]=2)[CH2:69][CH2:68]1)=[O:66])([CH3:63])([CH3:61])[CH3:62], predict the reactants needed to synthesize it. The reactants are: [Cl:1][C:2]1[CH:27]=[C:26]([Cl:28])[CH:25]=[CH:24][C:3]=1[O:4][C:5]1[CH:10]=[CH:9][CH:8]=[CH:7][C:6]=1[NH:11][S:12]([C:15]1[CH:23]=[CH:22][C:18]([C:19](O)=[O:20])=[CH:17][CH:16]=1)(=[O:14])=[O:13].C(N(CC)CC)C.CN(C(ON1N=NC2C=CC=CC1=2)=[N+](C)C)C.F[P-](F)(F)(F)(F)F.[C:60]([O:64][C:65]([N:67]1[CH2:72][CH2:71][CH:70]([CH2:73][NH:74][C:75](=[O:78])[CH2:76][NH2:77])[CH2:69][CH2:68]1)=[O:66])([CH3:63])([CH3:62])[CH3:61]. (2) Given the product [CH2:1]([O:3][P:4]([C:9]1[C:13]([P:14]([O:19][CH2:20][CH3:21])([O:16][CH2:17][CH3:18])=[O:15])=[CH:12][S:11][C:10]=1[C:28]1[S:29][CH:30]=[C:31]([P:41]([O:43][CH2:44][CH3:45])([O:46][CH2:47][CH3:48])=[O:42])[C:32]=1[P:33]([O:35][CH2:36][CH3:37])([O:38][CH2:39][CH3:40])=[O:34])([O:6][CH2:7][CH3:8])=[O:5])[CH3:2], predict the reactants needed to synthesize it. The reactants are: [CH2:1]([O:3][P:4]([C:9]1[C:13]([P:14]([O:19][CH2:20][CH3:21])([O:16][CH2:17][CH3:18])=[O:15])=[CH:12][S:11][C:10]=1I)([O:6][CH2:7][CH3:8])=[O:5])[CH3:2].C([Sn](CCCC)(CCCC)[C:28]1[S:29][CH:30]=[C:31]([P:41]([O:46][CH2:47][CH3:48])([O:43][CH2:44][CH3:45])=[O:42])[C:32]=1[P:33]([O:38][CH2:39][CH3:40])([O:35][CH2:36][CH3:37])=[O:34])CCC. (3) Given the product [CH3:1][O:2][C:3]1[CH:21]=[CH:20][CH:19]=[CH:18][C:4]=1[CH2:5][C:6]1[N:10]([C:11]2[N:16]=[CH:15][C:14]([NH:17][C:28]3[CH:37]=[CH:36][C:35]4[C:30](=[CH:31][CH:32]=[CH:33][CH:34]=4)[C:29]=3[N+:38]([O-:40])=[O:39])=[CH:13][CH:12]=2)[N:9]=[N:8][N:7]=1, predict the reactants needed to synthesize it. The reactants are: [CH3:1][O:2][C:3]1[CH:21]=[CH:20][CH:19]=[CH:18][C:4]=1[CH2:5][C:6]1[N:10]([C:11]2[N:16]=[CH:15][C:14]([NH2:17])=[CH:13][CH:12]=2)[N:9]=[N:8][N:7]=1.FC(F)(F)S(O[C:28]1[CH:37]=[CH:36][C:35]2[C:30](=[CH:31][CH:32]=[CH:33][CH:34]=2)[C:29]=1[N+:38]([O-:40])=[O:39])(=O)=O.C1(P(C2C=CC=CC=2)C2C=CC=CC=2)C=CC=CC=1.C(=O)([O-])[O-].[K+].[K+]. (4) Given the product [F:10][C:11]([F:21])([F:22])[C:12]([C:17]([F:18])([F:20])[F:19])([CH3:16])[C:13]([O:9][CH2:8][CH2:7][N:4]1[CH2:5][CH2:6][O:1][CH2:2][CH2:3]1)=[O:14], predict the reactants needed to synthesize it. The reactants are: [O:1]1[CH2:6][CH2:5][N:4]([CH2:7][CH2:8][OH:9])[CH2:3][CH2:2]1.[F:10][C:11]([F:22])([F:21])[C:12]([C:17]([F:20])([F:19])[F:18])([CH3:16])[C:13](F)=[O:14].C(N(CC)CC)C. (5) Given the product [CH:12]1([NH:17][C:2]2[N:7]3[N:8]=[C:9]([NH2:11])[N:10]=[C:6]3[CH:5]=[CH:4][CH:3]=2)[CH2:16][CH2:15][CH2:14][CH2:13]1, predict the reactants needed to synthesize it. The reactants are: Br[C:2]1[N:7]2[N:8]=[C:9]([NH2:11])[N:10]=[C:6]2[CH:5]=[CH:4][CH:3]=1.[CH:12]1([NH2:17])[CH2:16][CH2:15][CH2:14][CH2:13]1.O. (6) Given the product [Cl:10][C:6]1[CH:7]=[CH:8][CH:9]=[C:4]([Cl:3])[C:5]=1[C:11]1[C:15]([CH2:16][O:17][C:18]2[CH:19]=[CH:20][C:21]([C:24]3[CH:25]=[C:26]4[C:31](=[CH:32][C:33]=3[F:34])[N:30]=[C:29]([C:35]([OH:37])=[O:36])[CH:28]=[CH:27]4)=[CH:22][CH:23]=2)=[C:14]([CH:40]([CH3:42])[CH3:41])[O:13][N:12]=1, predict the reactants needed to synthesize it. The reactants are: [OH-].[Na+].[Cl:3][C:4]1[CH:9]=[CH:8][CH:7]=[C:6]([Cl:10])[C:5]=1[C:11]1[C:15]([CH2:16][O:17][C:18]2[CH:23]=[CH:22][C:21]([C:24]3[CH:25]=[C:26]4[C:31](=[CH:32][C:33]=3[F:34])[N:30]=[C:29]([C:35]([O:37]CC)=[O:36])[CH:28]=[CH:27]4)=[CH:20][CH:19]=2)=[C:14]([CH:40]([CH3:42])[CH3:41])[O:13][N:12]=1.Cl.O.